Task: Predict the reactants needed to synthesize the given product.. Dataset: Full USPTO retrosynthesis dataset with 1.9M reactions from patents (1976-2016) (1) The reactants are: [NH2:1][C:2]1[CH:18]=[CH:17][CH:16]=[CH:15][C:3]=1[O:4][C:5]1[CH:6]=[C:7]([C:13]#[N:14])[C:8](=[CH:11][CH:12]=1)[C:9]#[N:10].[C:19](OC(=O)C)(=[O:21])[CH3:20]. Given the product [C:13]([C:7]1[CH:6]=[C:5]([CH:12]=[CH:11][C:8]=1[C:9]#[N:10])[O:4][C:3]1[CH:15]=[CH:16][CH:17]=[CH:18][C:2]=1[NH:1][C:19](=[O:21])[CH3:20])#[N:14], predict the reactants needed to synthesize it. (2) The reactants are: [I-:1].[Na+].Cl[CH2:4][CH2:5][CH2:6][N:7]1[C:11]2[CH:12]=[CH:13][CH:14]=[CH:15][C:10]=2[N:9]([CH3:16])[C:8]1=[O:17]. Given the product [I:1][CH2:4][CH2:5][CH2:6][N:7]1[C:11]2[CH:12]=[CH:13][CH:14]=[CH:15][C:10]=2[N:9]([CH3:16])[C:8]1=[O:17], predict the reactants needed to synthesize it.